From a dataset of Full USPTO retrosynthesis dataset with 1.9M reactions from patents (1976-2016). Predict the reactants needed to synthesize the given product. (1) Given the product [C:31]([C:28]1[CH:27]=[CH:26][C:25]([NH:24][CH:20]2[CH2:21][CH2:22][CH2:23][N:18]([C:2]3[C:7]([C:8]#[N:9])=[CH:6][CH:5]=[C:4]([C:10]4[CH:15]=[CH:14][C:13]([F:16])=[CH:12][CH:11]=4)[N:3]=3)[CH2:19]2)=[N:30][CH:29]=1)#[N:32], predict the reactants needed to synthesize it. The reactants are: Cl[C:2]1[C:7]([C:8]#[N:9])=[CH:6][CH:5]=[C:4]([C:10]2[CH:15]=[CH:14][C:13]([F:16])=[CH:12][CH:11]=2)[N:3]=1.Cl.[NH:18]1[CH2:23][CH2:22][CH2:21][CH:20]([NH:24][C:25]2[N:30]=[CH:29][C:28]([C:31]#[N:32])=[CH:27][CH:26]=2)[CH2:19]1.C(N(CC)C(C)C)(C)C. (2) Given the product [CH2:22]([NH:21][C:19]([NH:18][C:14]1[CH:15]=[CH:16][CH:17]=[C:12]([NH:11][C:2]2[C:3]3[NH:10][CH:9]=[CH:8][C:4]=3[N:5]=[CH:6][N:7]=2)[CH:13]=1)=[O:20])[C:23]1[CH:24]=[CH:25][CH:26]=[CH:27][CH:28]=1, predict the reactants needed to synthesize it. The reactants are: Cl[C:2]1[C:3]2[NH:10][CH:9]=[CH:8][C:4]=2[N:5]=[CH:6][N:7]=1.[NH2:11][C:12]1[CH:13]=[C:14]([NH:18][C:19]([NH:21][CH2:22][C:23]2[CH:28]=[CH:27][CH:26]=[CH:25][CH:24]=2)=[O:20])[CH:15]=[CH:16][CH:17]=1.